From a dataset of Reaction yield outcomes from USPTO patents with 853,638 reactions. Predict the reaction yield, written as a fraction of the theoretical maximum amount of product (1.0 means a 100% yield; for example, 0.34 means a 34% yield). (1) The reactants are [Cl:1][C:2]1[CH:7]=[CH:6][C:5]([NH:8][C:9](=[O:12])OC)=[C:4]([C:13]#[N:14])[CH:3]=1.[CH:15]([NH:17]N)=O.C[N:20]1CCCC1=O. No catalyst specified. The product is [Cl:1][C:2]1[CH:7]=[CH:6][C:5]2[NH:8][C:9](=[O:12])[N:14]3[N:20]=[CH:15][N:17]=[C:13]3[C:4]=2[CH:3]=1. The yield is 0.850. (2) The reactants are [NH2:1][C:2]1[N:3]=[CH:4][C:5]([C:8]2[CH:13]=[CH:12][C:11]([C:14]3[C:15]([S:20]([NH:23][C:24]([CH3:27])([CH3:26])[CH3:25])(=[O:22])=[O:21])=[CH:16][CH:17]=[CH:18][CH:19]=3)=[CH:10][C:9]=2[F:28])=[N:6][CH:7]=1.[Cl:29]NC(=O)CCC(N)=O. The catalyst is CN(C=O)C. The product is [NH2:1][C:2]1[N:3]=[CH:4][C:5]([C:8]2[CH:13]=[CH:12][C:11]([C:14]3[C:15]([S:20]([NH:23][C:24]([CH3:25])([CH3:27])[CH3:26])(=[O:22])=[O:21])=[CH:16][CH:17]=[CH:18][CH:19]=3)=[CH:10][C:9]=2[F:28])=[N:6][C:7]=1[Cl:29]. The yield is 0.520. (3) The reactants are [CH:1](O)([CH3:3])[CH3:2].[CH3:5][O:6][C:7](=[O:19])[C:8]1[CH:13]=[CH:12][C:11]([O:14][C:15](=[O:17])[CH3:16])=[CH:10][C:9]=1[OH:18].C1C=CC(P(C2C=CC=CC=2)C2C=CC=CC=2)=CC=1.CCOC(/N=N/C(OCC)=O)=O. The catalyst is ClCCl. The product is [CH3:5][O:6][C:7](=[O:19])[C:8]1[CH:13]=[CH:12][C:11]([O:14][C:15](=[O:17])[CH3:16])=[CH:10][C:9]=1[O:18][CH:1]([CH3:3])[CH3:2]. The yield is 0.790. (4) The reactants are N[C:2]1[N:11]=[CH:10][C:9]2[CH2:8][CH2:7][C:6]3[C:12]([C:16]([NH:18][C@@H:19]([C:27]4[CH:32]=[CH:31][CH:30]=[CH:29][CH:28]=4)[CH2:20][N:21]4[CH2:26][CH2:25][O:24][CH2:23][CH2:22]4)=[O:17])=[N:13][N:14]([CH3:15])[C:5]=3[C:4]=2[N:3]=1.[I-:33].[Cs+].II.N(OCCC(C)C)=O. The catalyst is C(COC)OC.[Cu](I)I. The product is [I:33][C:2]1[N:11]=[CH:10][C:9]2[CH2:8][CH2:7][C:6]3[C:12]([C:16]([NH:18][C@@H:19]([C:27]4[CH:32]=[CH:31][CH:30]=[CH:29][CH:28]=4)[CH2:20][N:21]4[CH2:22][CH2:23][O:24][CH2:25][CH2:26]4)=[O:17])=[N:13][N:14]([CH3:15])[C:5]=3[C:4]=2[N:3]=1. The yield is 0.400. (5) The reactants are [C:1]([O:6][CH2:7][CH3:8])(=[O:5])[CH:2]([CH3:4])[CH3:3].[Li+].CC([N-][CH:14]([CH3:16])[CH3:15])C.Br[CH2:18][C:19]1[CH:20]=[C:21]([C:25]([C:27]2[CH:32]=[CH:31][CH:30]=[C:29]([CH2:33]Br)[CH:28]=2)=[O:26])[CH:22]=[CH:23][CH:24]=1.[OH2:35].C1[CH2:40][O:39][CH2:38][CH2:37]1. No catalyst specified. The product is [CH2:38]([O:39][C:40](=[O:35])[C:14]([CH3:15])([CH3:16])[CH2:18][C:19]1[CH:24]=[CH:23][CH:22]=[C:21]([C:25](=[O:26])[C:27]2[CH:32]=[CH:31][CH:30]=[C:29]([CH2:33][C:2]([C:1]([O:6][CH2:7][CH3:8])=[O:5])([CH3:4])[CH3:3])[CH:28]=2)[CH:20]=1)[CH3:37]. The yield is 0.630. (6) The reactants are [F:1][C:2]([F:7])([F:6])[C:3]([OH:5])=[O:4].[CH2:8]([S:10]([N:13]1[CH2:18][CH2:17][CH:16]([C:19]2[C:27]3[C:22](=[C:23]([C:43]([NH2:45])=[O:44])[CH:24]=[C:25]([C:28]4[CH:33]=[C:32]([CH2:34][NH:35][CH2:36][C@@H:37]5CCCO5)[CH:31]=[C:30]([F:42])[CH:29]=4)[CH:26]=3)[NH:21][CH:20]=2)[CH2:15][CH2:14]1)(=[O:12])=[O:11])[CH3:9].O1[CH2:50][CH2:49][CH2:48][C@H]1CN. No catalyst specified. The product is [F:1][C:2]([F:7])([F:6])[C:3]([OH:5])=[O:4].[CH2:8]([S:10]([N:13]1[CH2:14][CH2:15][CH:16]([C:19]2[C:27]3[C:22](=[C:23]([C:43]([NH2:45])=[O:44])[CH:24]=[C:25]([C:28]4[CH:33]=[C:32]([CH2:34][NH:35][C@H:36]([CH3:37])[C:49]([CH3:48])([CH3:50])[CH3:2])[CH:31]=[C:30]([F:42])[CH:29]=4)[CH:26]=3)[NH:21][CH:20]=2)[CH2:17][CH2:18]1)(=[O:11])=[O:12])[CH3:9]. The yield is 0.436. (7) The reactants are [C:1]1([CH2:7][C:8]#[N:9])[CH:6]=[CH:5][CH:4]=[CH:3][CH:2]=1.[CH2:10]([Mg]Br)[CH3:11].B(F)(F)F.[OH-].[Na+]. The catalyst is C(OCC)C.C(OCC)(=O)C. The product is [CH2:7]([C:8]1([NH2:9])[CH2:11][CH2:10]1)[C:1]1[CH:6]=[CH:5][CH:4]=[CH:3][CH:2]=1. The yield is 0.960. (8) The reactants are C(Cl)(=O)C(Cl)=O.CS(C)=O.[C:11]([Si:15]([CH3:26])([CH3:25])[O:16][CH2:17][CH2:18][C:19]([CH3:24])([CH3:23])[CH2:20][CH2:21][OH:22])([CH3:14])([CH3:13])[CH3:12].C(N(CC)CC)C. The catalyst is ClCCl.O. The product is [C:11]([Si:15]([CH3:26])([CH3:25])[O:16][CH2:17][CH2:18][C:19]([CH3:24])([CH3:23])[CH2:20][CH:21]=[O:22])([CH3:14])([CH3:13])[CH3:12]. The yield is 0.710. (9) The reactants are Br[C:2]1[CH:3]=[C:4]2[C:9](=[CH:10][CH:11]=1)[N:8]=[CH:7][C:6]([C:12]([CH:14]1[CH2:16][CH2:15]1)=[O:13])=[C:5]2[NH:17][C:18]1[CH:19]=[CH:20][C:21]([N:24]2[CH2:29][CH2:28][CH2:27][C@@H:26]([NH:30]C(=O)OC(C)(C)C)[CH2:25]2)=[N:22][CH:23]=1.[Cl:38][C:39]1[CH:44]=[C:43](B2OC(C)(C)C(C)(C)O2)[CH:42]=[C:41]([O:54][CH3:55])[C:40]=1[OH:56]. No catalyst specified. The product is [NH2:30][C@@H:26]1[CH2:27][CH2:28][CH2:29][N:24]([C:21]2[N:22]=[CH:23][C:18]([NH:17][C:5]3[C:4]4[C:9](=[CH:10][CH:11]=[C:2]([C:43]5[CH:42]=[C:41]([O:54][CH3:55])[C:40]([OH:56])=[C:39]([Cl:38])[CH:44]=5)[CH:3]=4)[N:8]=[CH:7][C:6]=3[C:12]([CH:14]3[CH2:15][CH2:16]3)=[O:13])=[CH:19][CH:20]=2)[CH2:25]1. The yield is 0.320. (10) The reactants are Cl.[NH2:2][C@@H:3]([CH3:8])[C:4]([CH3:7])([OH:6])[CH3:5].CCN(C(C)C)C(C)C.Cl[C:19]1[N:24]=[C:23]([NH:25][C:26]2[CH:31]=[CH:30][C:29]([O:32][CH3:33])=[CH:28][CH:27]=2)[CH:22]=[CH:21][N:20]=1. The catalyst is CN1CCCC1=O.O. The product is [CH3:33][O:32][C:29]1[CH:28]=[CH:27][C:26]([NH:25][C:23]2[CH:22]=[CH:21][N:20]=[C:19]([NH:2][C@@H:3]([CH3:8])[C:4]([CH3:7])([OH:6])[CH3:5])[N:24]=2)=[CH:31][CH:30]=1. The yield is 0.460.